This data is from Full USPTO retrosynthesis dataset with 1.9M reactions from patents (1976-2016). The task is: Predict the reactants needed to synthesize the given product. (1) Given the product [CH2:1]([N:8]1[CH2:13][CH2:12][CH:11]([NH:15][CH:16]2[C:21](=[O:22])[N:20]3[CH:23]([CH2:31][C:32]4[CH:37]=[CH:36][C:35]([Cl:38])=[CH:34][CH:33]=4)[C:24](=[O:30])[N:25]([CH:27]([CH3:28])[CH3:29])[CH2:26][CH:19]3[N:18]([S:39]([C:42]3[CH:47]=[CH:46][C:45]([Cl:48])=[CH:44][C:43]=3[Cl:49])(=[O:41])=[O:40])[CH2:17]2)[CH2:10][CH2:9]1)[C:2]1[CH:7]=[CH:6][CH:5]=[CH:4][CH:3]=1, predict the reactants needed to synthesize it. The reactants are: [CH2:1]([N:8]1[CH2:13][CH2:12][C:11](=O)[CH2:10][CH2:9]1)[C:2]1[CH:7]=[CH:6][CH:5]=[CH:4][CH:3]=1.[NH2:15][CH:16]1[C:21](=[O:22])[N:20]2[CH:23]([CH2:31][C:32]3[CH:37]=[CH:36][C:35]([Cl:38])=[CH:34][CH:33]=3)[C:24](=[O:30])[N:25]([CH:27]([CH3:29])[CH3:28])[CH2:26][CH:19]2[N:18]([S:39]([C:42]2[CH:47]=[CH:46][C:45]([Cl:48])=[CH:44][C:43]=2[Cl:49])(=[O:41])=[O:40])[CH2:17]1. (2) Given the product [CH2:19]([N:4]1[C:5]2=[N:6][CH:7]=[N:8][C:9]([NH2:11])=[C:10]2[C:2]([I:1])=[N:3]1)[CH3:20], predict the reactants needed to synthesize it. The reactants are: [I:1][C:2]1[C:10]2[C:5](=[N:6][CH:7]=[N:8][C:9]=2[NH2:11])[NH:4][N:3]=1.C(=O)([O-])[O-].[Cs+].[Cs+].I[CH2:19][CH3:20].CCOC(C)=O.